Predict the product of the given reaction. From a dataset of Forward reaction prediction with 1.9M reactions from USPTO patents (1976-2016). (1) Given the reactants Cl[C:2]1[C:3]2[CH2:11][CH2:10][N:9]([C:12]3[C:17]([Cl:18])=[CH:16][CH:15]=[CH:14][N:13]=3)[CH2:8][C:4]=2[N:5]=[CH:6][N:7]=1.[F:19][C:20]([F:30])([F:29])[O:21][C:22]1[CH:28]=[CH:27][C:25]([NH2:26])=[CH:24][CH:23]=1.[I-].[Na+].C(#N)C.C(=O)(O)[O-].[Na+], predict the reaction product. The product is: [Cl:18][C:17]1[C:12]([N:9]2[CH2:10][CH2:11][C:3]3[C:2]([NH:26][C:25]4[CH:27]=[CH:28][C:22]([O:21][C:20]([F:19])([F:29])[F:30])=[CH:23][CH:24]=4)=[N:7][CH:6]=[N:5][C:4]=3[CH2:8]2)=[N:13][CH:14]=[CH:15][CH:16]=1. (2) Given the reactants [NH2:1][C:2]1[CH:3]=[C:4]2[C:8](=[CH:9][CH:10]=1)[CH2:7][CH:6]([CH2:11][N:12]1[CH2:17][CH2:16][CH:15]([N:18]3[C:22]4[CH:23]=[CH:24][C:25]([CH3:27])=[CH:26][C:21]=4[N:20]=[C:19]3[C:28]([OH:31])([CH3:30])[CH3:29])[CH2:14][CH2:13]1)[CH2:5]2.C(N(CC)C(C)C)(C)C.[C:41](Cl)(=[O:44])[CH2:42][CH3:43], predict the reaction product. The product is: [OH:31][C:28]([C:19]1[N:18]([CH:15]2[CH2:14][CH2:13][N:12]([CH2:11][CH:6]3[CH2:5][C:4]4[C:8](=[CH:9][CH:10]=[C:2]([NH:1][C:41](=[O:44])[CH2:42][CH3:43])[CH:3]=4)[CH2:7]3)[CH2:17][CH2:16]2)[C:22]2[CH:23]=[CH:24][C:25]([CH3:27])=[CH:26][C:21]=2[N:20]=1)([CH3:29])[CH3:30]. (3) Given the reactants [NH2:1][C:2]1[C:7]([OH:8])=[CH:6][CH:5]=[CH:4][N:3]=1.[F:9][C:10]([F:14])([F:13])[CH2:11]I, predict the reaction product. The product is: [F:9][C:10]([F:14])([F:13])[CH2:11][O:8][C:7]1[C:2]([NH2:1])=[N:3][CH:4]=[CH:5][CH:6]=1. (4) Given the reactants C[O:2][C:3]1[C:8]([CH3:9])=[CH:7][C:6]([CH3:10])=[CH:5][C:4]=1[S:11]([NH:14][C:15]1[C:20]([CH3:21])=[CH:19][C:18]([CH3:22])=[C:17]([N:23]2[CH2:28][CH2:27][CH2:26][CH2:25][CH2:24]2)[C:16]=1[CH3:29])(=[O:13])=[O:12].B(Br)(Br)Br, predict the reaction product. The product is: [OH:2][C:3]1[C:8]([CH3:9])=[CH:7][C:6]([CH3:10])=[CH:5][C:4]=1[S:11]([NH:14][C:15]1[C:20]([CH3:21])=[CH:19][C:18]([CH3:22])=[C:17]([N:23]2[CH2:24][CH2:25][CH2:26][CH2:27][CH2:28]2)[C:16]=1[CH3:29])(=[O:13])=[O:12]. (5) Given the reactants [Br:1][C:2]1[CH:3]=[C:4]2[C:8](=[CH:9][CH:10]=1)[NH:7][C:6](=[O:11])[CH2:5]2.[CH3:12][N:13]([CH3:29])[CH2:14][CH2:15][CH2:16][C:17]1[C:18]2[CH2:28][CH2:27][CH2:26][CH2:25][CH2:24][C:19]=2[NH:20][C:21]=1[CH:22]=O.N1CCCCC1, predict the reaction product. The product is: [Br:1][C:2]1[CH:3]=[C:4]2[C:8](=[CH:9][CH:10]=1)[NH:7][C:6](=[O:11])/[C:5]/2=[CH:22]\[C:21]1[NH:20][C:19]2[CH2:24][CH2:25][CH2:26][CH2:27][CH2:28][C:18]=2[C:17]=1[CH2:16][CH2:15][CH2:14][N:13]([CH3:29])[CH3:12]. (6) Given the reactants [F:1][C:2]1[CH:11]=[C:10]2[C:5]([C:6](=O)[NH:7][C:8]([N:12]3[CH:16]=[C:15]([C:17]([O:19]CC)=[O:18])[CH:14]=[N:13]3)=[N:9]2)=[CH:4][C:3]=1[N:23]1[CH2:28][CH2:27][CH2:26][CH2:25][CH2:24]1.[NH:29]1[CH2:34][CH2:33][O:32][CH2:31][CH2:30]1, predict the reaction product. The product is: [F:1][C:2]1[CH:11]=[C:10]2[C:5]([C:6]([N:29]3[CH2:34][CH2:33][O:32][CH2:31][CH2:30]3)=[N:7][C:8]([N:12]3[CH:16]=[C:15]([C:17]([OH:19])=[O:18])[CH:14]=[N:13]3)=[N:9]2)=[CH:4][C:3]=1[N:23]1[CH2:28][CH2:27][CH2:26][CH2:25][CH2:24]1.